From a dataset of Reaction yield outcomes from USPTO patents with 853,638 reactions. Predict the reaction yield, written as a fraction of the theoretical maximum amount of product (1.0 means a 100% yield; for example, 0.34 means a 34% yield). (1) The reactants are [S:1]1[CH:5]=[CH:4][CH:3]=[C:2]1[C:6]([OH:8])=[O:7].C([Li])CCC.[C:14](=[O:16])=[O:15]. The catalyst is C1COCC1. The product is [S:1]1[CH:5]=[CH:4][C:3]([C:14]([OH:16])=[O:15])=[C:2]1[C:6]([OH:8])=[O:7]. The yield is 0.820. (2) The reactants are Br[C:2]1[N:3]([CH:17]([CH3:19])[CH3:18])[C:4]2[CH:5]=[C:6]([Cl:16])[CH:7]=[C:8]([C:12]([O:14][CH3:15])=[O:13])[C:9]=2[C:10]=1[CH3:11].[CH3:20]B1OB(C)OB(C)O1.C(=O)([O-])[O-].[K+].[K+].CCOC(C)=O. The catalyst is O1CCOCC1.C1C=CC([P]([Pd]([P](C2C=CC=CC=2)(C2C=CC=CC=2)C2C=CC=CC=2)([P](C2C=CC=CC=2)(C2C=CC=CC=2)C2C=CC=CC=2)[P](C2C=CC=CC=2)(C2C=CC=CC=2)C2C=CC=CC=2)(C2C=CC=CC=2)C2C=CC=CC=2)=CC=1. The product is [Cl:16][C:6]1[CH:7]=[C:8]([C:12]([O:14][CH3:15])=[O:13])[C:9]2[C:10]([CH3:11])=[C:2]([CH3:20])[N:3]([CH:17]([CH3:19])[CH3:18])[C:4]=2[CH:5]=1. The yield is 0.810. (3) The reactants are [C:1]([O:5][C:6]([N:8]([C@H:16]1[CH2:24][O:23][CH2:22][C@H:21]([CH2:25][C:26]2[C:35]3[C:30](=[CH:31][CH:32]=[CH:33][CH:34]=3)[CH:29]=[CH:28][CH:27]=2)[C@@H:20]([OH:36])[C@H:19]([CH3:37])[O:18][C:17]1=[O:38])[C:9](=[O:15])[O:10][C:11]([CH3:14])([CH3:13])[CH3:12])=[O:7])([CH3:4])([CH3:3])[CH3:2].[C:39](Cl)(=[O:43])[CH:40]([CH3:42])[CH3:41]. The catalyst is CN(C1C=CN=CC=1)C.C(Cl)Cl. The product is [C:11]([O:10][C:9]([N:8]([C:6]([O:5][C:1]([CH3:2])([CH3:3])[CH3:4])=[O:7])[C@@H:16]1[C:17](=[O:38])[O:18][C@@H:19]([CH3:37])[C@H:20]([O:36][C:39](=[O:43])[CH:40]([CH3:42])[CH3:41])[C@@H:21]([CH2:25][C:26]2[C:35]3[C:30](=[CH:31][CH:32]=[CH:33][CH:34]=3)[CH:29]=[CH:28][CH:27]=2)[CH2:22][O:23][CH2:24]1)=[O:15])([CH3:13])([CH3:14])[CH3:12]. The yield is 0.820. (4) The reactants are Br[C:2]1[C:7]2[S:8][C:9]([C:11]3[C:16]([F:17])=[CH:15][CH:14]=[CH:13][C:12]=3[Cl:18])=[N:10][C:6]=2[C:5]([F:19])=[CH:4][N:3]=1.[C:20]([O:24][C:25](=[O:27])[NH2:26])([CH3:23])([CH3:22])[CH3:21].CC1(C)C2C(=C(P(C3C=CC=CC=3)C3C=CC=CC=3)C=CC=2)OC2C(P(C3C=CC=CC=3)C3C=CC=CC=3)=CC=CC1=2.[O-]P([O-])([O-])=O.[K+].[K+].[K+]. The catalyst is C1(C)C=CC=CC=1.O.C1C=CC(/C=C/C(/C=C/C2C=CC=CC=2)=O)=CC=1.C1C=CC(/C=C/C(/C=C/C2C=CC=CC=2)=O)=CC=1.C1C=CC(/C=C/C(/C=C/C2C=CC=CC=2)=O)=CC=1.[Pd].[Pd]. The product is [C:20]([O:24][C:25](=[O:27])[NH:26][C:2]1[C:7]2[S:8][C:9]([C:11]3[C:16]([F:17])=[CH:15][CH:14]=[CH:13][C:12]=3[Cl:18])=[N:10][C:6]=2[C:5]([F:19])=[CH:4][N:3]=1)([CH3:23])([CH3:22])[CH3:21]. The yield is 0.720.